From a dataset of Peptide-MHC class I binding affinity with 185,985 pairs from IEDB/IMGT. Regression. Given a peptide amino acid sequence and an MHC pseudo amino acid sequence, predict their binding affinity value. This is MHC class I binding data. (1) The peptide sequence is GRTFGKLPY. The MHC is HLA-A01:01 with pseudo-sequence HLA-A01:01. The binding affinity (normalized) is 0.0847. (2) The peptide sequence is GLKIEEIEK. The MHC is HLA-A11:01 with pseudo-sequence HLA-A11:01. The binding affinity (normalized) is 0.188. (3) The peptide sequence is LLDLEGHIL. The MHC is HLA-A02:03 with pseudo-sequence HLA-A02:03. The binding affinity (normalized) is 0.0847. (4) The peptide sequence is TEANAGQFL. The MHC is HLA-A02:11 with pseudo-sequence HLA-A02:11. The binding affinity (normalized) is 0.0847. (5) The peptide sequence is QEPGPVGPL. The binding affinity (normalized) is 0.213. The MHC is HLA-B44:02 with pseudo-sequence HLA-B44:02. (6) The peptide sequence is YERHPLSHFV. The MHC is HLA-B44:03 with pseudo-sequence HLA-B44:03. The binding affinity (normalized) is 0.241. (7) The peptide sequence is PSEVELEEY. The MHC is HLA-A02:19 with pseudo-sequence HLA-A02:19. The binding affinity (normalized) is 0.0847. (8) The peptide sequence is FPFKYAAAF. The MHC is HLA-B27:05 with pseudo-sequence HLA-B27:05. The binding affinity (normalized) is 0.0345. (9) The peptide sequence is TVGYMYIMK. The MHC is HLA-A68:02 with pseudo-sequence HLA-A68:02. The binding affinity (normalized) is 0.0847.